This data is from Catalyst prediction with 721,799 reactions and 888 catalyst types from USPTO. The task is: Predict which catalyst facilitates the given reaction. Reactant: [Cl:1][C:2]1[CH:3]=[C:4]([CH:7]=[CH:8][C:9]=1[OH:10])[CH:5]=[O:6].C([O-])([O-])=O.[K+].[K+].[CH2:17](Br)[CH:18]=[CH2:19].O. Product: [CH2:19]([O:10][C:9]1[CH:8]=[CH:7][C:4]([CH:5]=[O:6])=[CH:3][C:2]=1[Cl:1])[CH:18]=[CH2:17]. The catalyst class is: 3.